From a dataset of Reaction yield outcomes from USPTO patents with 853,638 reactions. Predict the reaction yield, written as a fraction of the theoretical maximum amount of product (1.0 means a 100% yield; for example, 0.34 means a 34% yield). (1) The reactants are [C:1]([O:5][C:6](=[O:9])[CH2:7][NH2:8])([CH3:4])([CH3:3])[CH3:2].[CH3:10][O:11][CH2:12][C:13]([CH3:18])([CH3:17])[CH2:14][CH:15]=O. The catalyst is C(Cl)Cl. The product is [C:1]([O:5][C:6](=[O:9])[CH2:7]/[N:8]=[CH:15]/[CH2:14][C:13]([CH3:18])([CH3:17])[CH2:12][O:11][CH3:10])([CH3:4])([CH3:3])[CH3:2]. The yield is 1.00. (2) The reactants are [CH2:1]([O:8][N:9]1[C:15](=[O:16])[N:14]2[CH2:17][C@H:10]1[CH2:11][CH2:12][C@H:13]2[C:18]([OH:20])=O)[C:2]1[CH:7]=[CH:6][CH:5]=[CH:4][CH:3]=1.[NH2:21][O:22][CH2:23][CH2:24][O:25][CH:26]1[CH2:31][CH2:30][N:29]([C:32]([O:34][C:35]([CH3:38])([CH3:37])[CH3:36])=[O:33])[CH2:28][CH2:27]1.ON1C2C=CC=CC=2N=N1.Cl.C(N=C=NCCCN(C)C)C. The catalyst is C(Cl)Cl. The product is [CH2:1]([O:8][N:9]1[C:15](=[O:16])[N:14]2[CH2:17][C@H:10]1[CH2:11][CH2:12][C@H:13]2[C:18]([NH:21][O:22][CH2:23][CH2:24][O:25][CH:26]1[CH2:31][CH2:30][N:29]([C:32]([O:34][C:35]([CH3:38])([CH3:37])[CH3:36])=[O:33])[CH2:28][CH2:27]1)=[O:20])[C:2]1[CH:3]=[CH:4][CH:5]=[CH:6][CH:7]=1. The yield is 0.980. (3) The reactants are Br[C:2]1[CH:7]=[CH:6][CH:5]=[C:4]([C:8]([F:11])([F:10])[F:9])[CH:3]=1.[Mg].II.[Br:15][C:16]1[N:21]2[CH:22]=[C:23]([CH:25]=[O:26])[N:24]=[C:20]2[CH:19]=[CH:18][CH:17]=1.[Cl-].[NH4+]. The catalyst is C1COCC1. The product is [Br:15][C:16]1[N:21]2[CH:22]=[C:23]([CH:25]([C:2]3[CH:7]=[CH:6][CH:5]=[C:4]([C:8]([F:11])([F:10])[F:9])[CH:3]=3)[OH:26])[N:24]=[C:20]2[CH:19]=[CH:18][CH:17]=1. The yield is 0.630. (4) The reactants are [CH:1]1([C:4]2[CH:5]=[C:6](C3OC(C)(C)C(C)(C)O3)[CH:7]=[CH:8][CH:9]=2)[CH2:3][CH2:2]1.[F:19][C:20]1[CH:21]=[C:22]([CH:32]([NH:34][C:35]([C:37]2[O:38][C:39](Br)=[CH:40][CH:41]=2)=[O:36])[CH3:33])[CH:23]=[C:24]([F:31])[C:25]=1[NH:26][S:27]([CH3:30])(=[O:29])=[O:28].C([O-])([O-])=O.[Cs+].[Cs+]. The catalyst is Cl[Pd](Cl)([P](C1C=CC=CC=1)(C1C=CC=CC=1)C1C=CC=CC=1)[P](C1C=CC=CC=1)(C1C=CC=CC=1)C1C=CC=CC=1. The product is [F:19][C:20]1[CH:21]=[C:22]([CH:32]([NH:34][C:35]([C:37]2[O:38][C:39]([C:8]3[CH:7]=[CH:6][CH:5]=[C:4]([CH:1]4[CH2:3][CH2:2]4)[CH:9]=3)=[CH:40][CH:41]=2)=[O:36])[CH3:33])[CH:23]=[C:24]([F:31])[C:25]=1[NH:26][S:27]([CH3:30])(=[O:29])=[O:28]. The yield is 0.560. (5) The reactants are [Cl:1][C:2]1[C:3]([NH:18][C:19]2[C:26]([F:27])=[CH:25][CH:24]=[CH:23]C=2C#N)=[CH:4][C:5]([NH:8][C:9]2[N:13]([CH:14]([CH3:16])[CH3:15])[N:12]=[C:11]([CH3:17])[CH:10]=2)=[N:6][CH:7]=1.[OH-].[Na+].[C:30]([O:33]CC)(=[O:32])[CH3:31]. The catalyst is O1CCOCC1. The product is [Cl:1][C:2]1[C:3]([NH:18][C:19]2[C:26]([F:27])=[CH:25][CH:24]=[CH:23][C:31]=2[C:30]([OH:33])=[O:32])=[CH:4][C:5]([NH:8][C:9]2[N:13]([CH:14]([CH3:16])[CH3:15])[N:12]=[C:11]([CH3:17])[CH:10]=2)=[N:6][CH:7]=1. The yield is 0.750. (6) The reactants are C[O:2][C:3](=[O:27])[CH2:4][CH2:5][CH2:6][N:7]1[CH2:12][CH2:11][N:10]([C:13]2[CH:18]=[CH:17][C:16]([O:19][C:20]3[CH:25]=[CH:24][C:23]([I:26])=[CH:22][CH:21]=3)=[CH:15][CH:14]=2)[CH2:9][CH2:8]1.[OH-].[Na+:29]. No catalyst specified. The product is [Na+:29].[I:26][C:23]1[CH:22]=[CH:21][C:20]([O:19][C:16]2[CH:15]=[CH:14][C:13]([N:10]3[CH2:9][CH2:8][N:7]([CH2:6][CH2:5][CH2:4][C:3]([O-:27])=[O:2])[CH2:12][CH2:11]3)=[CH:18][CH:17]=2)=[CH:25][CH:24]=1. The yield is 0.380. (7) The reactants are [CH3:1][CH:2]([CH3:22])[CH2:3][C@H:4]([N:8]1[CH2:16][C:15]2[C:10](=[CH:11][CH:12]=[CH:13][C:14]=2[C:17]([F:20])([F:19])[F:18])[C:9]1=[O:21])[C:5](O)=[O:6].C(Cl)(=O)C(Cl)=O.[CH3:29][C:30]1([CH3:42])[O:34][C@@H:33]([C:35]2[N:36]=[CH:37][C:38]([NH2:41])=[N:39][CH:40]=2)[CH2:32][O:31]1.N1C(C)=CC=CC=1C. The catalyst is C(Cl)Cl.CN(C)C=O.CO. The product is [CH3:29][C:30]1([CH3:42])[O:34][C@@H:33]([C:35]2[N:36]=[CH:37][C:38]([NH:41][C:5](=[O:6])[C@@H:4]([N:8]3[CH2:16][C:15]4[C:10](=[CH:11][CH:12]=[CH:13][C:14]=4[C:17]([F:20])([F:19])[F:18])[C:9]3=[O:21])[CH2:3][CH:2]([CH3:22])[CH3:1])=[N:39][CH:40]=2)[CH2:32][O:31]1. The yield is 0.440. (8) The reactants are [N:1]1([CH2:6][CH2:7][OH:8])[CH:5]=[CH:4][N:3]=[CH:2]1.[H-].[Na+].F[C:12]1[CH:17]=[CH:16][C:15]([N+:18]([O-:20])=[O:19])=[CH:14][CH:13]=1.O. The catalyst is CN(C)C=O. The product is [N+:18]([C:15]1[CH:16]=[CH:17][C:12]([O:8][CH2:7][CH2:6][N:1]2[CH:5]=[CH:4][N:3]=[CH:2]2)=[CH:13][CH:14]=1)([O-:20])=[O:19]. The yield is 0.420. (9) The reactants are [H-].[Na+].[C:3]([O:7][C:8]([N:10]1[CH2:15][CH2:14][O:13][CH2:12][C@@H:11]1[CH2:16][OH:17])=[O:9])([CH3:6])([CH3:5])[CH3:4].[N+](C1C=CC([O:27][C:28]([N:30]2[CH2:35][CH2:34][N:33]([C:36]3[CH:41]=[CH:40][C:39]([F:42])=[CH:38][CH:37]=3)[CH2:32][CH2:31]2)=O)=CC=1)([O-])=O.C([O-])(O)=O.[Na+]. The catalyst is C1COCC1. The product is [C:3]([O:7][C:8]([N:10]1[CH2:15][CH2:14][O:13][CH2:12][C@H:11]1[CH2:16][O:17][C:28]([N:30]1[CH2:31][CH2:32][N:33]([C:36]2[CH:41]=[CH:40][C:39]([F:42])=[CH:38][CH:37]=2)[CH2:34][CH2:35]1)=[O:27])=[O:9])([CH3:6])([CH3:5])[CH3:4]. The yield is 0.840. (10) The reactants are [CH3:1][O:2][C:3](=[O:13])[C:4]1[CH:9]=[CH:8][C:7]([C:10]#[N:11])=[C:6]([CH3:12])[CH:5]=1.[BH4-].[Na+].N. The catalyst is CO.O.O.O.O.O.O.[Co](Cl)Cl. The product is [CH3:1][O:2][C:3](=[O:13])[C:4]1[CH:9]=[CH:8][C:7]([CH2:10][NH2:11])=[C:6]([CH3:12])[CH:5]=1. The yield is 0.370.